Dataset: Reaction yield outcomes from USPTO patents with 853,638 reactions. Task: Predict the reaction yield, written as a fraction of the theoretical maximum amount of product (1.0 means a 100% yield; for example, 0.34 means a 34% yield). (1) The reactants are CO[C:3](=O)[NH:4][C:5]1[CH:6]=[N:7][C:8]([N:18]2[CH2:23][CH2:22][O:21][CH2:20][CH2:19]2)=[CH:9][C:10]=1[C:11]1[CH:16]=[CH:15][CH:14]=[CH:13][C:12]=1[CH3:17].[OH-].[Na+]. The catalyst is C1(C)C=CC=CC=1. The product is [CH3:3][NH:4][C:5]1[CH:6]=[N:7][C:8]([N:18]2[CH2:19][CH2:20][O:21][CH2:22][CH2:23]2)=[CH:9][C:10]=1[C:11]1[CH:16]=[CH:15][CH:14]=[CH:13][C:12]=1[CH3:17]. The yield is 0.880. (2) The reactants are [NH2:1][C:2](=O)[CH2:3][N:4]1[C:9](=[N:10]S(C2C=CC(C)=CC=2)(=O)=O)[CH:8]=[CH:7][C:6]([O:21][C:22]2[CH:23]=[C:24]([NH:28][C:29]([C:31]3[CH:36]=[CH:35][CH:34]=[C:33]([CH3:37])[N:32]=3)=[O:30])[CH:25]=[CH:26][CH:27]=2)=[CH:5]1.FC(F)(F)C(OC(=O)C(F)(F)F)=O. The catalyst is O1CCCC1. The product is [NH2:1][C:2]1[N:10]=[C:9]2[CH:8]=[CH:7][C:6]([O:21][C:22]3[CH:23]=[C:24]([NH:28][C:29]([C:31]4[CH:36]=[CH:35][CH:34]=[C:33]([CH3:37])[N:32]=4)=[O:30])[CH:25]=[CH:26][CH:27]=3)=[CH:5][N:4]2[CH:3]=1. The yield is 0.220. (3) The reactants are [F:1][C:2]1[C:3](=[O:17])[NH:4][C:5](=[O:16])[N:6]([CH:15]=1)[C@@H:7]1[O:14][C@H:11]([CH2:12][OH:13])[C@@H:9]([OH:10])[CH2:8]1.C(Cl)(C1C=CC=CC=1)(C1C=CC(OC)=CC=1)C1C=CC(OC)=CC=1.N1C=CN=C1.[Si:47](Cl)([C:50]([CH3:53])([CH3:52])[CH3:51])([CH3:49])[CH3:48]. The catalyst is N1C=CC=CC=1.O. The product is [Si:47]([O:10][C@@H:9]1[C@@H:11]([CH2:12][OH:13])[O:14][C@@H:7]([N:6]2[CH:15]=[C:2]([F:1])[C:3](=[O:17])[NH:4][C:5]2=[O:16])[CH2:8]1)([C:50]([CH3:53])([CH3:52])[CH3:51])([CH3:49])[CH3:48]. The yield is 0.780. (4) The reactants are [F:1][C:2]1[CH:3]=[C:4]2[C:8](=[CH:9][CH:10]=1)[NH:7][C:6](=[O:11])[C:5]2=[C:12]1[C:20]2[C:15](=[CH:16][C:17]([CH2:21][CH2:22][CH2:23]OS(C)(=O)=O)=[CH:18][CH:19]=2)[C:14]([CH3:30])([CH3:29])[O:13]1.[CH2:31]([NH:33][CH2:34][CH3:35])[CH3:32]. The catalyst is O1CCOCC1.CCOC(C)=O. The product is [CH2:31]([N:33]([CH2:34][CH3:35])[CH2:23][CH2:22][CH2:21][C:17]1[CH:16]=[C:15]2[C:20](=[CH:19][CH:18]=1)[C:12](=[C:5]1[C:4]3[C:8](=[CH:9][CH:10]=[C:2]([F:1])[CH:3]=3)[NH:7][C:6]1=[O:11])[O:13][C:14]2([CH3:29])[CH3:30])[CH3:32]. The yield is 0.540. (5) The reactants are Br[C:2]1[CH:6]=[CH:5][O:4][C:3]=1[C:7]([OH:9])=[O:8].[C:10]1(B(O)O)[CH:15]=[CH:14][CH:13]=[CH:12][CH:11]=1.C([O-])(O)=O.[Na+]. The catalyst is C1C=CC([P]([Pd]([P](C2C=CC=CC=2)(C2C=CC=CC=2)C2C=CC=CC=2)([P](C2C=CC=CC=2)(C2C=CC=CC=2)C2C=CC=CC=2)[P](C2C=CC=CC=2)(C2C=CC=CC=2)C2C=CC=CC=2)(C2C=CC=CC=2)C2C=CC=CC=2)=CC=1. The product is [C:10]1([C:2]2[CH:6]=[CH:5][O:4][C:3]=2[C:7]([OH:9])=[O:8])[CH:15]=[CH:14][CH:13]=[CH:12][CH:11]=1. The yield is 0.700. (6) The reactants are [CH2:1]([O:8][C:9]([N:11]1[CH2:16][CH2:15][CH:14]([CH2:17][NH:18][C:19]2[CH:24]=[CH:23][CH:22]=[C:21]([F:25])[CH:20]=2)[CH2:13][CH2:12]1)=[O:10])[C:2]1[CH:7]=[CH:6][CH:5]=[CH:4][CH:3]=1.C(N(CC)CC)C.[C:33](Cl)(=[O:36])[CH2:34][CH3:35].C(=O)([O-])O.[Na+]. The catalyst is ClCCl. The product is [CH2:1]([O:8][C:9]([N:11]1[CH2:12][CH2:13][CH:14]([CH2:17][N:18]([C:19]2[CH:24]=[CH:23][CH:22]=[C:21]([F:25])[CH:20]=2)[C:33](=[O:36])[CH2:34][CH3:35])[CH2:15][CH2:16]1)=[O:10])[C:2]1[CH:3]=[CH:4][CH:5]=[CH:6][CH:7]=1. The yield is 0.610.